This data is from Reaction yield outcomes from USPTO patents with 853,638 reactions. The task is: Predict the reaction yield, written as a fraction of the theoretical maximum amount of product (1.0 means a 100% yield; for example, 0.34 means a 34% yield). (1) The reactants are [N:1]1[C:2]([CH2:10][OH:11])=[CH:3][N:4]2[CH:9]=[CH:8][CH:7]=[CH:6][C:5]=12.[H-].[Na+].Cl[C:15]1[CH:20]=[CH:19][N+:18]([O-:21])=[CH:17][CH:16]=1.[NH4+].[OH-]. The catalyst is O1CCOCC1.CN(C=O)C.O1CCOCC1.C(Cl)Cl.CO. The product is [N:1]1[C:2]([CH2:10][O:11][C:15]2[CH:20]=[CH:19][N+:18]([O-:21])=[CH:17][CH:16]=2)=[CH:3][N:4]2[CH:9]=[CH:8][CH:7]=[CH:6][C:5]=12. The yield is 0.300. (2) The reactants are [CH3:1][S:2](Cl)(=[O:4])=[O:3].[C:6]([N:10]1[C:14]([NH:15][C:16](=[O:29])[C:17]2[CH:22]=[CH:21][C:20]([N:23]3[CH2:28][CH2:27][NH:26][CH2:25][CH2:24]3)=[CH:19][CH:18]=2)=[CH:13][C:12]([CH2:30][CH2:31][C:32]2[CH:37]=[CH:36][CH:35]=[C:34]([O:38][CH3:39])[CH:33]=2)=[N:11]1)([CH3:9])([CH3:8])[CH3:7].C(N(CC)CC)C. The catalyst is C(Cl)Cl.C(=O)([O-])O.[Na+]. The product is [C:6]([N:10]1[C:14]([NH:15][C:16](=[O:29])[C:17]2[CH:18]=[CH:19][C:20]([N:23]3[CH2:28][CH2:27][N:26]([S:2]([CH3:1])(=[O:4])=[O:3])[CH2:25][CH2:24]3)=[CH:21][CH:22]=2)=[CH:13][C:12]([CH2:30][CH2:31][C:32]2[CH:37]=[CH:36][CH:35]=[C:34]([O:38][CH3:39])[CH:33]=2)=[N:11]1)([CH3:9])([CH3:8])[CH3:7]. The yield is 0.940. (3) The reactants are [CH3:1][C:2]1[CH:11]=[CH:10][C:9]2[C:4](=[CH:5][CH:6]=[CH:7][CH:8]=2)[C:3]=1[C:12]1[CH:13]=[C:14]([CH:17]=[CH:18][CH:19]=1)[CH:15]=[O:16].[BH4-].[Na+].Cl. The catalyst is COCCOC.O1CCCC1. The product is [CH3:1][C:2]1[CH:11]=[CH:10][C:9]2[C:4](=[CH:5][CH:6]=[CH:7][CH:8]=2)[C:3]=1[C:12]1[CH:13]=[C:14]([CH2:15][OH:16])[CH:17]=[CH:18][CH:19]=1. The yield is 0.810. (4) The reactants are [Cl:1][C:2]1[CH:3]=[C:4]([C:10](=[O:17])[C:11]#[C:12][C:13](O)([CH3:15])[CH3:14])[CH:5]=[CH:6][C:7]=1[O:8][CH3:9].C(NCC)C.C([OH:25])C. No catalyst specified. The product is [Cl:1][C:2]1[CH:3]=[C:4]([C:10]2[O:17][C:13]([CH3:14])([CH3:15])[C:12](=[O:25])[CH:11]=2)[CH:5]=[CH:6][C:7]=1[O:8][CH3:9]. The yield is 1.00. (5) The reactants are Cl[C:2]1[N:7]=[C:6]([NH:8][C:9]2[CH:18]=[CH:17][CH:16]=[CH:15][C:10]=2[C:11]([NH:13][CH3:14])=[O:12])[C:5]([Cl:19])=[CH:4][N:3]=1.[NH2:20][C:21]1[CH:22]=[CH:23][C:24]2[CH2:30][CH2:29][C:28](=[O:31])[CH2:27][CH2:26][C:25]=2[CH:32]=1.C(O)(C)C. The catalyst is Cl. The product is [Cl:19][C:5]1[C:6]([NH:8][C:9]2[CH:18]=[CH:17][CH:16]=[CH:15][C:10]=2[C:11]([NH:13][CH3:14])=[O:12])=[N:7][C:2]([NH:20][C:21]2[CH:22]=[CH:23][C:24]3[CH2:30][CH2:29][C:28](=[O:31])[CH2:27][CH2:26][C:25]=3[CH:32]=2)=[N:3][CH:4]=1. The yield is 0.500. (6) The reactants are [Br:1][C:2]1[CH:3]=[C:4]2[C:8](=[C:9]([C:11]([O:13][CH2:14][CH3:15])=[O:12])[CH:10]=1)[NH:7][CH:6]=[C:5]2[CH:16]1[CH2:20][CH2:19]S[CH2:17]1.C(N(CC(O)=O)CC(O)=O)CN(CC(O)=O)CC(O)=O.O[O:42][S:43]([O-:45])=O.[K+].C(=O)(O)[O-].[Na+]. The catalyst is COCCOC.O. The product is [Br:1][C:2]1[CH:3]=[C:4]2[C:8](=[C:9]([C:11]([O:13][CH2:14][CH3:15])=[O:12])[CH:10]=1)[NH:7][CH:6]=[C:5]2[CH:16]1[CH2:20][CH2:19][S:43](=[O:45])(=[O:42])[CH2:17]1. The yield is 0.820.